Dataset: Full USPTO retrosynthesis dataset with 1.9M reactions from patents (1976-2016). Task: Predict the reactants needed to synthesize the given product. (1) Given the product [Cl:1][C:2]1[CH:9]=[CH:8][C:5]([CH:6]=[O:7])=[C:4]([N:11]2[CH2:15][CH2:14][C@@H:13]([NH:16][C:17](=[O:23])[O:18][C:19]([CH3:21])([CH3:20])[CH3:22])[CH2:12]2)[CH:3]=1, predict the reactants needed to synthesize it. The reactants are: [Cl:1][C:2]1[CH:9]=[CH:8][C:5]([CH:6]=[O:7])=[C:4](F)[CH:3]=1.[NH:11]1[CH2:15][CH2:14][C@@H:13]([NH:16][C:17](=[O:23])[O:18][C:19]([CH3:22])([CH3:21])[CH3:20])[CH2:12]1. (2) Given the product [C:1]([C:5]1[N:6]=[CH:7][C:8]([CH2:9][OH:10])=[CH:11][CH:12]=1)([CH3:4])([CH3:2])[CH3:3], predict the reactants needed to synthesize it. The reactants are: [C:1]([C:5]1[CH:12]=[CH:11][C:8]([CH:9]=[O:10])=[CH:7][N:6]=1)([CH3:4])([CH3:3])[CH3:2].[BH4-].[Na+]. (3) Given the product [CH3:48][O:47][C:43]1[CH:44]=[C:45]([CH3:46])[C:40]([S:37]([N:32]2[CH2:33][CH2:34][CH2:35][CH2:36][CH:31]2[CH2:30][CH2:12][CH2:13][S:14]([O:17][C:18]2[C:19]([F:28])=[C:20]([F:27])[C:21]([F:26])=[C:22]([F:25])[C:23]=2[F:24])(=[O:16])=[O:15])(=[O:38])=[O:39])=[C:41]([CH3:49])[CH:42]=1, predict the reactants needed to synthesize it. The reactants are: [PH2](O)=O.C(N1CCCCC1)C.[CH2:12]=[CH:13][S:14]([O:17][C:18]1[C:23]([F:24])=[C:22]([F:25])[C:21]([F:26])=[C:20]([F:27])[C:19]=1[F:28])(=[O:16])=[O:15].I[CH2:30][CH:31]1[CH2:36][CH2:35][CH2:34][CH2:33][N:32]1[S:37]([C:40]1[C:45]([CH3:46])=[CH:44][C:43]([O:47][CH3:48])=[CH:42][C:41]=1[CH3:49])(=[O:39])=[O:38].C(B(CC)CC)C. (4) Given the product [CH3:25][N:24]([CH3:26])[C:23]([NH:22][C:19]1[CH:20]=[CH:21][C:16]([C:5]2[N:6]=[C:7]([N:9]3[CH2:14][CH2:13][O:12][CH2:11][C@@H:10]3[CH3:15])[CH:8]=[C:3]([CH2:2][O:1][S:36]([CH3:35])(=[O:38])=[O:37])[N:4]=2)=[CH:17][CH:18]=1)=[O:27], predict the reactants needed to synthesize it. The reactants are: [OH:1][CH2:2][C:3]1[CH:8]=[C:7]([N:9]2[CH2:14][CH2:13][O:12][CH2:11][C@@H:10]2[CH3:15])[N:6]=[C:5]([C:16]2[CH:21]=[CH:20][C:19]([NH:22][C:23](=[O:27])[N:24]([CH3:26])[CH3:25])=[CH:18][CH:17]=2)[N:4]=1.C(N(CC)CC)C.[CH3:35][S:36](Cl)(=[O:38])=[O:37].